The task is: Predict which catalyst facilitates the given reaction.. This data is from Catalyst prediction with 721,799 reactions and 888 catalyst types from USPTO. (1) Reactant: [CH2:1]([O:3][C:4](=[O:24])[C:5]([C:14]([C:16]1[C:21](Cl)=[CH:20][CH:19]=[C:18]([Cl:23])[N:17]=1)=[O:15])=[CH:6][NH:7][C@H:8]([CH2:12][OH:13])[CH:9]([CH3:11])[CH3:10])[CH3:2].C(=O)([O-])[O-].[K+].[K+]. Product: [CH2:1]([O:3][C:4]([C:5]1[C:14](=[O:15])[C:16]2[C:21](=[CH:20][CH:19]=[C:18]([Cl:23])[N:17]=2)[N:7]([CH:8]([CH2:12][OH:13])[CH:9]([CH3:11])[CH3:10])[CH:6]=1)=[O:24])[CH3:2]. The catalyst class is: 3. (2) Reactant: [N+]([N:4]1[CH:12]=[C:11]2[C:6]([CH:7]=[C:8]([N+:13]([O-:15])=[O:14])[CH:9]=[CH:10]2)=[N:5]1)([O-])=O.[N:16]1([CH2:22][CH2:23][NH2:24])[CH2:21][CH2:20][O:19][CH2:18][CH2:17]1. Product: [N:16]1([CH2:22][CH2:23][NH:24][C:12]2[C:11]3[C:6](=[CH:7][C:8]([N+:13]([O-:15])=[O:14])=[CH:9][CH:10]=3)[NH:5][N:4]=2)[CH2:21][CH2:20][O:19][CH2:18][CH2:17]1. The catalyst class is: 56. (3) Reactant: [SH:1][C:2]1[N:6]([CH2:7][C:8]([O:10][C:11]([CH3:14])([CH3:13])[CH3:12])=[O:9])[C:5]2[CH:15]=[CH:16][CH:17]=[CH:18][C:4]=2[N:3]=1.[CH3:19][O:20][C:21](=[O:30])[C:22]1[CH:27]=[CH:26][CH:25]=[C:24]([CH2:28]Br)[CH:23]=1.C([O-])([O-])=O.[K+].[K+]. Product: [C:11]([O:10][C:8](=[O:9])[CH2:7][N:6]1[C:5]2[CH:15]=[CH:16][CH:17]=[CH:18][C:4]=2[N:3]=[C:2]1[S:1][CH2:28][C:24]1[CH:25]=[CH:26][CH:27]=[C:22]([C:21]([O:20][CH3:19])=[O:30])[CH:23]=1)([CH3:13])([CH3:14])[CH3:12]. The catalyst class is: 21.